Predict the reactants needed to synthesize the given product. From a dataset of Full USPTO retrosynthesis dataset with 1.9M reactions from patents (1976-2016). (1) Given the product [C:1]([O:5][C:6]([N:8]1[CH2:12][CH:11]2[CH:13]([CH2:33][O:34][CH3:36])[CH:14]([N:16]3[CH2:20][CH2:19][CH:18]([NH:21][C:22]([O:24][CH2:25][C:26]4[CH:31]=[CH:30][CH:29]=[CH:28][CH:27]=4)=[O:23])[C:17]3=[O:32])[CH2:15][CH:10]2[CH2:9]1)=[O:7])([CH3:4])([CH3:3])[CH3:2], predict the reactants needed to synthesize it. The reactants are: [C:1]([O:5][C:6]([N:8]1[CH2:12][CH:11]2[CH:13]([CH2:33][OH:34])[CH:14]([N:16]3[CH2:20][CH2:19][CH:18]([NH:21][C:22]([O:24][CH2:25][C:26]4[CH:31]=[CH:30][CH:29]=[CH:28][CH:27]=4)=[O:23])[C:17]3=[O:32])[CH2:15][CH:10]2[CH2:9]1)=[O:7])([CH3:4])([CH3:3])[CH3:2].I[CH3:36]. (2) Given the product [NH2:21][C@@H:18]1[CH2:19][CH2:20][N:16]([S:13]([NH:12][C:10]2[CH:9]=[C:8]([O:29][CH3:30])[N:7]=[C:6]([S:5][CH2:4][C:3]3[CH:31]=[CH:32][CH:33]=[C:34]([F:35])[C:2]=3[F:1])[N:11]=2)(=[O:14])=[O:15])[CH2:17]1, predict the reactants needed to synthesize it. The reactants are: [F:1][C:2]1[C:34]([F:35])=[CH:33][CH:32]=[CH:31][C:3]=1[CH2:4][S:5][C:6]1[N:11]=[C:10]([NH:12][S:13]([N:16]2[CH2:20][CH2:19][C@@H:18]([NH:21]C(=O)OC(C)(C)C)[CH2:17]2)(=[O:15])=[O:14])[CH:9]=[C:8]([O:29][CH3:30])[N:7]=1.C(O)(C(F)(F)F)=O. (3) Given the product [O:1]1[C:10]2[C:5](=[N:6][CH:7]=[CH:8][CH:9]=2)[O:4][C@@H:3]([C:11]2[CH:18]=[CH:17][C:14]([CH2:15][N:29]3[CH2:30][CH2:31][CH:26]([NH2:25])[CH2:27][CH2:28]3)=[CH:13][CH:12]=2)[CH2:2]1, predict the reactants needed to synthesize it. The reactants are: [O:1]1[C:10]2[C:5](=[N:6][CH:7]=[CH:8][CH:9]=2)[O:4][C@@H:3]([C:11]2[CH:18]=[CH:17][C:14]([CH:15]=O)=[CH:13][CH:12]=2)[CH2:2]1.C(OC(=O)[NH:25][CH:26]1[CH2:31][CH2:30][NH:29][CH2:28][CH2:27]1)(C)(C)C. (4) Given the product [Cl:1][C:2]1[CH:19]=[CH:18][CH:17]=[CH:16][C:3]=1[C:4]([C:6]1[C:12]([OH:13])=[N:20][C:21]([S:22][CH3:24])=[N:23][CH:7]=1)=[O:5], predict the reactants needed to synthesize it. The reactants are: [Cl:1][C:2]1[CH:19]=[CH:18][CH:17]=[CH:16][C:3]=1[C:4]([C:6](=[CH:12][O:13]CC)[C:7](OCC)=O)=[O:5].[NH2:20][C:21]([NH2:23])=[S:22].[CH3:24][O-].[Na+].CO.IC. (5) Given the product [O:1]1[C:5]2[CH:6]=[CH:7][CH:8]=[CH:9][C:4]=2[CH:3]=[C:2]1[C:10]([NH:12][C:13]1([C:19]([NH:21][CH:22]2[CH2:27][CH2:26][N:25]([C:28]3[CH:33]=[CH:32][CH:31]=[CH:30][C:29]=3[N:34]3[CH2:37][C:36]([CH3:41])([CH3:40])[C:35]3=[O:42])[CH2:24][CH:23]2[OH:43])=[O:20])[CH2:14][CH2:15][CH2:16][CH2:17][CH2:18]1)=[O:11], predict the reactants needed to synthesize it. The reactants are: [O:1]1[C:5]2[CH:6]=[CH:7][CH:8]=[CH:9][C:4]=2[CH:3]=[C:2]1[C:10]([NH:12][C:13]1([C:19]([NH:21][CH:22]2[CH2:27][CH2:26][N:25]([C:28]3[CH:33]=[CH:32][CH:31]=[CH:30][C:29]=3[NH:34][C:35](=[O:42])[C:36]([CH3:41])([CH3:40])[CH:37](Cl)C)[CH2:24][CH:23]2[OH:43])=[O:20])[CH2:18][CH2:17][CH2:16][CH2:15][CH2:14]1)=[O:11].[H-].[Na+].